This data is from Reaction yield outcomes from USPTO patents with 853,638 reactions. The task is: Predict the reaction yield, written as a fraction of the theoretical maximum amount of product (1.0 means a 100% yield; for example, 0.34 means a 34% yield). (1) The reactants are O.[CH3:2][O:3][C:4]1[CH:9]=[CH:8][C:7]([N:10]2[CH2:14][CH:13]=[CH:12][C:11]2=[O:15])=[CH:6][CH:5]=1.[O:16]=[C:17]([NH:32][C@@H:33]1[CH2:37][CH2:36][NH:35][CH2:34]1)[CH2:18][NH:19][C:20](=[O:31])[C:21]1[CH:26]=[CH:25][CH:24]=[C:23]([C:27]([F:30])([F:29])[F:28])[CH:22]=1.[NH4+].[OH-]. The catalyst is CCOC(C)=O.CO. The product is [CH3:2][O:3][C:4]1[CH:5]=[CH:6][C:7]([N:10]2[C:11](=[O:15])[CH2:12][CH:13]([N:35]3[CH2:36][CH2:37][C@@H:33]([NH:32][C:17](=[O:16])[CH2:18][NH:19][C:20](=[O:31])[C:21]4[CH:26]=[CH:25][CH:24]=[C:23]([C:27]([F:28])([F:30])[F:29])[CH:22]=4)[CH2:34]3)[CH2:14]2)=[CH:8][CH:9]=1. The yield is 0.210. (2) The reactants are [F:1][C:2]1[CH:7]=[CH:6][C:5]([C:8]([CH3:24])([CH3:23])[C:9](=O)[CH2:10][NH:11][C:12]([NH:14][C:15]2[CH:20]=[CH:19][C:18]([F:21])=[CH:17][CH:16]=2)=[S:13])=[CH:4][C:3]=1[O:25][CH3:26]. The catalyst is CC(O)=O. The product is [F:1][C:2]1[CH:7]=[CH:6][C:5]([C:8]([C:9]2[N:14]([C:15]3[CH:20]=[CH:19][C:18]([F:21])=[CH:17][CH:16]=3)[C:12](=[S:13])[NH:11][CH:10]=2)([CH3:24])[CH3:23])=[CH:4][C:3]=1[O:25][CH3:26]. The yield is 0.940.